Dataset: Full USPTO retrosynthesis dataset with 1.9M reactions from patents (1976-2016). Task: Predict the reactants needed to synthesize the given product. (1) Given the product [O:1]1[C:5]2[CH:28]=[CH:27][CH:35]=[CH:30][C:4]=2[CH:3]=[C:2]1[C:6]1[C:14]2[C:13]([S:15][CH3:16])=[N:12][CH:11]=[N:10][C:9]=2[N:8]([C@@H:17]2[O:23][C@H:22]([CH2:24][OH:25])[C@@H:20]([OH:21])[C@H:18]2[OH:19])[CH:7]=1, predict the reactants needed to synthesize it. The reactants are: [O:1]1[CH:5]=[CH:4][CH:3]=[C:2]1[C:6]1[C:14]2[C:13]([S:15][CH3:16])=[N:12][CH:11]=[N:10][C:9]=2[N:8]([C@@H:17]2[O:23][C@H:22]([CH2:24][OH:25])[C@@H:20]([OH:21])[C@H:18]2[OH:19])[CH:7]=1.I[C:27]1[C:35]2C(SC)=NC=N[C:30]=2N([C@@H]2O[C@H](CO)[C@@H](O)[C@H]2O)[CH:28]=1.O1C2C=CC=CC=2C=C1B(O)O.CO. (2) Given the product [Cl:1][C:2]1[CH:3]=[C:4]([CH2:5][OH:6])[CH:8]=[C:9]([CH3:11])[CH:10]=1, predict the reactants needed to synthesize it. The reactants are: [Cl:1][C:2]1[CH:3]=[C:4]([CH:8]=[C:9]([CH3:11])[CH:10]=1)[C:5](O)=[O:6].O1CCCC1.B. (3) Given the product [CH2:41]1[CH2:42][N:43]2[C:44]3[C:45]([CH2:48][CH2:49][CH2:50]2)=[C:46]2[O:47][C:33]4[C:34]([CH:35]=[C:30]5[C:31]6[C:32]=4[CH2:65][CH2:66][CH2:67][N+:68]=6[CH2:69][CH2:28][CH2:29]5)=[C:36]([C:51]4[CH:56]=[CH:55][C:54]([S:57]([Cl:60])(=[O:58])=[O:59])=[CH:53][C:52]=4[S:61]([O-:64])(=[O:63])=[O:62])[C:37]2=[CH:38][C:39]=3[CH2:40]1.[CH3:70][C@@H:71]1[NH:97][C:95](=[O:96])[C@H:94]2[N:90]([CH2:91][C@@H:92]([OH:98])[CH2:93]2)[C:88](=[O:89])[C@@H:87]2[NH:99][C:100]([C@H:102]([C@H:121]([OH:123])[CH3:122])[NH:103][C:104]([C@H:106]([CH3:120])[NH:107][C:108]([C@H:110]([CH2:114][C@@:115]([OH:119])([CH2:117][OH:118])[CH3:116])[NH:111][C:112](=[O:113])[C@H:75]([C:76]3[C:77]4[CH:78]=[CH:79][CH:80]=[CH:81][C:82]=4[NH:83][C:84]=3[S:85][CH2:86]2)[NH:74][C:72]1=[O:73])=[O:109])=[O:105])=[O:101], predict the reactants needed to synthesize it. The reactants are: CCN(CCNC1C=CC2N=CN3C4C=CC(OC)=CC=4C(=O)C=1C=23)CC.[CH2:28]1[CH2:69][N:68]2[C:31]3[C:32]([CH2:65][CH2:66][CH2:67]2)=[C:33]2[O:47][C:46]4[C:37]([CH:38]=[C:39]5[C:44]6[C:45]=4[CH2:48][CH2:49][CH2:50][N+:43]=6[CH2:42][CH2:41][CH2:40]5)=[C:36]([C:51]4[CH:56]=[CH:55][C:54]([S:57]([Cl:60])(=[O:59])=[O:58])=[CH:53][C:52]=4[S:61]([O-:64])(=[O:63])=[O:62])[C:34]2=[CH:35][C:30]=3[CH2:29]1.[CH3:70][C@@H:71]1[NH:97][C:95](=[O:96])[C@H:94]2[N:90]([CH2:91][C@@H:92]([OH:98])[CH2:93]2)[C:88](=[O:89])[C@@H:87]2[NH:99][C:100]([C@H:102]([C@H:121]([OH:123])[CH3:122])[NH:103][C:104]([C@H:106]([CH3:120])[NH:107][C:108]([C@H:110]([CH2:114][C@@:115]([OH:119])([CH2:117][OH:118])[CH3:116])[NH:111][C:112](=[O:113])[C@H:75]([C:76]3[C:77]4[CH:78]=[CH:79][CH:80]=[CH:81][C:82]=4[NH:83][C:84]=3[S:85][CH2:86]2)[NH:74][C:72]1=[O:73])=[O:109])=[O:105])=[O:101].